The task is: Predict the product of the given reaction.. This data is from Forward reaction prediction with 1.9M reactions from USPTO patents (1976-2016). (1) Given the reactants [CH:1]1([C:4]2[CH:9]=[C:8]([C:10](OCC)=[O:11])[CH:7]=[C:6]([O:15][CH2:16][CH3:17])[C:5]=2[C:18]2[CH:23]=[CH:22][C:21]([F:24])=[CH:20][CH:19]=2)[CH2:3][CH2:2]1.[H-].[Al+3].[Li+].[H-].[H-].[H-].O.[OH-].[Na+], predict the reaction product. The product is: [CH:1]1([C:4]2[CH:9]=[C:8]([CH:10]=[O:11])[CH:7]=[C:6]([O:15][CH2:16][CH3:17])[C:5]=2[C:18]2[CH:19]=[CH:20][C:21]([F:24])=[CH:22][CH:23]=2)[CH2:3][CH2:2]1. (2) Given the reactants Br[C:2]1[CH:7]=[CH:6][C:5]([O:8][CH3:9])=[CH:4][C:3]=1[O:10][CH3:11].C1(P(C2C=CC=CC=2)C2C=CC=CC=2)C=CC=CC=1.[CH2:31]([OH:35])[CH2:32][C:33]#[CH:34], predict the reaction product. The product is: [CH3:11][O:10][C:3]1[CH:4]=[C:5]([O:8][CH3:9])[CH:6]=[CH:7][C:2]=1[C:34]#[C:33][CH2:32][CH2:31][OH:35]. (3) Given the reactants Br[C:2]1[N:7]=[CH:6][C:5]([CH:8]=[O:9])=[CH:4][CH:3]=1.[C:10]12([C:20]3[CH:21]=[C:22](B(O)O)[CH:23]=[CH:24][C:25]=3[O:26][Si:27]([C:30]([CH3:33])([CH3:32])[CH3:31])([CH3:29])[CH3:28])[CH2:19][CH:14]3[CH2:15][CH:16]([CH2:18][CH:12]([CH2:13]3)[CH2:11]1)[CH2:17]2.C(=O)([O-])[O-].[Na+].[Na+], predict the reaction product. The product is: [C:10]12([C:20]3[CH:21]=[C:22]([C:2]4[N:7]=[CH:6][C:5]([CH:8]=[O:9])=[CH:4][CH:3]=4)[CH:23]=[CH:24][C:25]=3[O:26][Si:27]([C:30]([CH3:33])([CH3:32])[CH3:31])([CH3:28])[CH3:29])[CH2:11][CH:12]3[CH2:18][CH:16]([CH2:15][CH:14]([CH2:13]3)[CH2:19]1)[CH2:17]2. (4) Given the reactants C([O:4][C@H:5]1[C@H:9]([O:10][C:11](=[O:18])[C:12]2[CH:17]=[CH:16][CH:15]=[CH:14][CH:13]=2)[C@H:8]([CH2:19][O:20][C:21](=[O:28])[C:22]2[CH:27]=[CH:26][CH:25]=[CH:24][CH:23]=2)[O:7][C@@H:6]1[N:29]1[CH:37]=[N:36][C:35]2[C:30]1=[N:31][CH:32]=[N:33][C:34]=2[NH2:38])(=O)C.O.NN, predict the reaction product. The product is: [C:11]([O:10][C@@H:9]1[C@H:8]([CH2:19][O:20][C:21](=[O:28])[C:22]2[CH:23]=[CH:24][CH:25]=[CH:26][CH:27]=2)[O:7][C@H:6]([N:29]2[CH:37]=[N:36][C:35]3[C:30]2=[N:31][CH:32]=[N:33][C:34]=3[NH2:38])[C@H:5]1[OH:4])(=[O:18])[C:12]1[CH:13]=[CH:14][CH:15]=[CH:16][CH:17]=1. (5) Given the reactants [NH2:1][C:2]1[CH:3]=[C:4]([CH:8]=[CH:9][C:10]=1[F:11])[C:5]([OH:7])=[O:6].S(Cl)(Cl)=O.[CH3:16]O, predict the reaction product. The product is: [CH3:16][O:6][C:5](=[O:7])[C:4]1[CH:8]=[CH:9][C:10]([F:11])=[C:2]([NH2:1])[CH:3]=1. (6) Given the reactants Br[C:2]1[N:11]=[C:10]([C:12]([O:14][CH3:15])=[O:13])[C:9]([OH:16])=[C:8]2[C:3]=1[CH:4]=[CH:5][CH:6]=[N:7]2.[CH3:17][N:18]1[CH2:24][CH2:23][S:22](=[O:26])(=[O:25])[NH:21][CH2:20][C:19]1=[O:27], predict the reaction product. The product is: [O:26]=[S:22]1(=[O:25])[CH2:23][CH2:24][N:18]([CH3:17])[C:19](=[O:27])[CH2:20][N:21]1[C:2]1[N:11]=[C:10]([C:12]([O:14][CH3:15])=[O:13])[C:9]([OH:16])=[C:8]2[C:3]=1[CH:4]=[CH:5][CH:6]=[N:7]2.